This data is from Catalyst prediction with 721,799 reactions and 888 catalyst types from USPTO. The task is: Predict which catalyst facilitates the given reaction. Reactant: [OH-].[Li+].[C:3]([O:7][C:8]([NH:10][C:11]([CH3:28])([CH3:27])[CH2:12][C:13]1[N:17]([CH2:18][CH2:19][O:20][CH3:21])[N:16]=[C:15]([C:22]([O:24]CC)=[O:23])[CH:14]=1)=[O:9])([CH3:6])([CH3:5])[CH3:4]. Product: [C:3]([O:7][C:8]([NH:10][C:11]([CH3:28])([CH3:27])[CH2:12][C:13]1[N:17]([CH2:18][CH2:19][O:20][CH3:21])[N:16]=[C:15]([C:22]([OH:24])=[O:23])[CH:14]=1)=[O:9])([CH3:6])([CH3:4])[CH3:5]. The catalyst class is: 24.